Dataset: Reaction yield outcomes from USPTO patents with 853,638 reactions. Task: Predict the reaction yield, written as a fraction of the theoretical maximum amount of product (1.0 means a 100% yield; for example, 0.34 means a 34% yield). (1) The catalyst is O1CCOCC1. The reactants are [N+:1]([C:4]1[CH:9]=[CH:8][CH:7]=[CH:6][C:5]=1[CH2:10][C:11](=[O:15])C(O)=O)([O-:3])=[O:2].N1CCOCC1.CC1C=CC(S(O)(=O)=O)=CC=1. The product is [N+:1]([C:4]1[CH:9]=[CH:8][CH:7]=[CH:6][C:5]=1[CH2:10][CH:11]=[O:15])([O-:3])=[O:2]. The yield is 0.640. (2) The reactants are [CH3:1][O:2][C:3]([C@H:5]1[CH2:10][CH2:9][C@H:8]([N:11]([CH3:31])[S:12]([C:15]2[CH:16]=[C:17]([CH:28]=[CH:29][CH:30]=2)[C:18]([O:20]CC2C=CC=CC=2)=[O:19])(=[O:14])=[O:13])[CH2:7][CH2:6]1)=[O:4].[H][H]. The catalyst is C(OCC)(=O)C.[C].[Pd]. The product is [CH3:1][O:2][C:3]([C@H:5]1[CH2:6][CH2:7][C@H:8]([N:11]([CH3:31])[S:12]([C:15]2[CH:16]=[C:17]([CH:28]=[CH:29][CH:30]=2)[C:18]([OH:20])=[O:19])(=[O:14])=[O:13])[CH2:9][CH2:10]1)=[O:4]. The yield is 0.920. (3) The reactants are [C:1]([O:5][C:6]([NH:8][C@@H:9]([CH3:12])[CH2:10][OH:11])=[O:7])([CH3:4])([CH3:3])[CH3:2].CC(OI1(OC(C)=O)(OC(C)=O)OC(=O)C2C=CC=CC1=2)=O.S(=O)(O)[O-].[Na+]. The catalyst is C(Cl)Cl.C(OCC)(=O)C. The product is [C:1]([O:5][C:6]([NH:8][C@@H:9]([CH3:12])[CH:10]=[O:11])=[O:7])([CH3:4])([CH3:3])[CH3:2]. The yield is 0.920. (4) The reactants are [H-].[Na+].[CH3:3][O:4][C:5]([CH2:7]P(OC)(OC)=O)=[O:6].[CH2:14]([N:21]1[CH2:26][CH2:25][C:24](=O)[CH2:23][CH2:22]1)[C:15]1[CH:20]=[CH:19][CH:18]=[CH:17][CH:16]=1.[H][H]. The catalyst is CN(C)C=O.C(OCC)C.[Pt](=O)=O. The product is [CH2:14]([N:21]1[CH2:26][CH2:25][CH:24]([CH2:7][C:5]([O:4][CH3:3])=[O:6])[CH2:23][CH2:22]1)[C:15]1[CH:20]=[CH:19][CH:18]=[CH:17][CH:16]=1. The yield is 0.900. (5) The reactants are [F:1][CH2:2][C:3]1[C:4]([CH2:19][NH:20]C(=O)OC(C)(C)C)=[CH:5][C:6]([C:9]2[CH:10]=[N:11][C:12]([C:15]([F:18])([F:17])[F:16])=[N:13][CH:14]=2)=[N:7][CH:8]=1.[ClH:28]. The catalyst is O1CCOCC1. The product is [ClH:28].[F:1][CH2:2][C:3]1[C:4]([CH2:19][NH2:20])=[CH:5][C:6]([C:9]2[CH:14]=[N:13][C:12]([C:15]([F:18])([F:17])[F:16])=[N:11][CH:10]=2)=[N:7][CH:8]=1. The yield is 0.920.